Predict the reaction yield, written as a fraction of the theoretical maximum amount of product (1.0 means a 100% yield; for example, 0.34 means a 34% yield). From a dataset of Reaction yield outcomes from USPTO patents with 853,638 reactions. (1) The reactants are [Cl:1][C:2]1[CH:12]=[C:11]([NH:13][CH2:14][CH3:15])[C:5]([C:6](OCC)=[O:7])=[CH:4][N:3]=1.[H-].[H-].[H-].[H-].[Li+].[Al+3]. The catalyst is C1COCC1. The product is [Cl:1][C:2]1[N:3]=[CH:4][C:5]([CH2:6][OH:7])=[C:11]([NH:13][CH2:14][CH3:15])[CH:12]=1. The yield is 0.790. (2) The reactants are [Br:1][C:2]1[CH:7]=[CH:6][C:5]([O:8][CH2:9][CH2:10][C:11]#[CH:12])=[C:4]([N+:13]([O-])=O)[CH:3]=1. The catalyst is [Fe].O.O.O.O.O.O.[Fe](Cl)(Cl)Cl.C(O)(=O)C. The product is [Br:1][C:2]1[CH:7]=[CH:6][C:5]([O:8][CH2:9][CH2:10][C:11]#[CH:12])=[C:4]([NH2:13])[CH:3]=1. The yield is 0.890. (3) The reactants are CN(C(ON1N=NC2C=CC=NC1=2)=[N+](C)C)C.F[P-](F)(F)(F)(F)F.[F:25][C:26]1[CH:27]=[C:28]([NH:37][C:38]([C@@H:40]2[NH:49][CH2:48][CH2:47][C:46]3[N:45]=[C:44]([O:50][CH3:51])[CH:43]=[CH:42][C:41]2=3)=[O:39])[CH:29]=[C:30]2[C:34]=1[C:33]([CH3:36])([CH3:35])[CH2:32][CH2:31]2.[C:52]([O:56][C:57](=[O:66])[CH2:58][C@H:59]1[CH2:62][C@H:61]([C:63](O)=[O:64])[CH2:60]1)([CH3:55])([CH3:54])[CH3:53].CCN(C(C)C)C(C)C. The catalyst is CN(C=O)C.O. The product is [F:25][C:26]1[CH:27]=[C:28]([NH:37][C:38]([C@@H:40]2[N:49]([C:63]([C@H:61]3[CH2:60][C@H:59]([CH2:58][C:57]([O:56][C:52]([CH3:55])([CH3:54])[CH3:53])=[O:66])[CH2:62]3)=[O:64])[CH2:48][CH2:47][C:46]3[N:45]=[C:44]([O:50][CH3:51])[CH:43]=[CH:42][C:41]2=3)=[O:39])[CH:29]=[C:30]2[C:34]=1[C:33]([CH3:35])([CH3:36])[CH2:32][CH2:31]2. The yield is 0.980. (4) The reactants are Br[C:2]1[CH:7]=[CH:6][C:5]([CH:8]([O:12][CH2:13][CH3:14])[O:9][CH2:10][CH3:11])=[CH:4][CH:3]=1.C([Li])CCC.[CH3:20][C:21]([CH3:26])([CH3:25])[CH2:22][CH:23]=[O:24].O. The catalyst is C1COCC1.CCOC(C)=O. The product is [CH2:10]([O:9][CH:8]([O:12][CH2:13][CH3:14])[C:5]1[CH:6]=[CH:7][C:2]([CH:23]([OH:24])[CH2:22][C:21]([CH3:26])([CH3:25])[CH3:20])=[CH:3][CH:4]=1)[CH3:11]. The yield is 0.580. (5) The reactants are [Cl:1][C:2]1[C:11]2[C:6](=[CH:7][C:8]([O:12][CH3:13])=[CH:9][CH:10]=2)[C:5]([OH:14])=[CH:4][N:3]=1.C(=O)([O-])[O-].[K+].[K+].I[CH2:22][CH3:23]. The catalyst is C(#N)C. The product is [Cl:1][C:2]1[C:11]2[C:6](=[CH:7][C:8]([O:12][CH3:13])=[CH:9][CH:10]=2)[C:5]([O:14][CH2:22][CH3:23])=[CH:4][N:3]=1. The yield is 0.251. (6) The catalyst is O.C(OCC)(=O)C. The yield is 0.670. The reactants are [Cl-].O[NH3+:3].[C:4](=[O:7])([O-])[OH:5].[Na+].CS(C)=O.[CH:13]([S:16][C:17]1[CH:22]=[CH:21][C:20]([N:23]2[C:28](=[O:29])[C:27]([CH2:30][C:31]3[CH:36]=[CH:35][C:34]([C:37]4[C:38]([C:43]#[N:44])=[CH:39][CH:40]=[CH:41][CH:42]=4)=[CH:33][CH:32]=3)=[C:26]([CH2:45][CH2:46][CH3:47])[N:25]=[C:24]2[CH3:48])=[CH:19][CH:18]=1)([CH3:15])[CH3:14]. The product is [CH:13]([S:16][C:17]1[CH:18]=[CH:19][C:20]([N:23]2[C:28](=[O:29])[C:27]([CH2:30][C:31]3[CH:36]=[CH:35][C:34]([C:37]4[CH:42]=[CH:41][CH:40]=[CH:39][C:38]=4[C:43]4[NH:3][C:4](=[O:7])[O:5][N:44]=4)=[CH:33][CH:32]=3)=[C:26]([CH2:45][CH2:46][CH3:47])[N:25]=[C:24]2[CH3:48])=[CH:21][CH:22]=1)([CH3:15])[CH3:14]. (7) The reactants are C[O:2][CH2:3][C:4]1([C:9]#[N:10])[CH2:7][C:6](=[CH2:8])[CH2:5]1.B(Br)(Br)Br. The catalyst is C(Cl)Cl. The product is [OH:2][CH2:3][C:4]1([C:9]#[N:10])[CH2:7][C:6](=[CH2:8])[CH2:5]1. The yield is 1.00.